Predict the reaction yield, written as a fraction of the theoretical maximum amount of product (1.0 means a 100% yield; for example, 0.34 means a 34% yield). From a dataset of Reaction yield outcomes from USPTO patents with 853,638 reactions. (1) The reactants are C[N:2](C)[CH:3]=[CH:4][C:5]([C:7]1[C:12](=[O:13])[CH:11]=[CH:10][N:9]([C:14]2[CH:19]=[CH:18][C:17]([N:20]3[CH2:25][CH2:24][O:23][CH2:22][CH2:21]3)=[CH:16][CH:15]=2)[N:8]=1)=O.[CH:27]1([NH:32]N)[CH2:31][CH2:30][CH2:29][CH2:28]1. The catalyst is CO. The product is [CH:27]1([N:32]2[C:5]([C:7]3[C:12](=[O:13])[CH:11]=[CH:10][N:9]([C:14]4[CH:15]=[CH:16][C:17]([N:20]5[CH2:21][CH2:22][O:23][CH2:24][CH2:25]5)=[CH:18][CH:19]=4)[N:8]=3)=[CH:4][CH:3]=[N:2]2)[CH2:31][CH2:30][CH2:29][CH2:28]1. The yield is 0.0900. (2) The reactants are [Cl:1][C:2]1[CH:7]=[CH:6][C:5](B(O)O)=[CH:4][C:3]=1[C:11]([F:14])([F:13])[F:12].[C:15]([O:19][C:20](=[O:31])[NH:21][CH2:22][CH2:23][C:24]1[CH:29]=[CH:28][C:27]([OH:30])=[CH:26][CH:25]=1)([CH3:18])([CH3:17])[CH3:16].C(N(CC)CC)C.N1C=CC=CC=1. The catalyst is C(Cl)Cl.C([O-])(=O)C.[Cu+2].C([O-])(=O)C. The product is [C:15]([O:19][C:20](=[O:31])[NH:21][CH2:22][CH2:23][C:24]1[CH:29]=[CH:28][C:27]([O:30][C:5]2[CH:6]=[CH:7][C:2]([Cl:1])=[C:3]([C:11]([F:14])([F:13])[F:12])[CH:4]=2)=[CH:26][CH:25]=1)([CH3:18])([CH3:16])[CH3:17]. The yield is 0.240. (3) The reactants are [F:1][C:2]([F:17])([F:16])[CH:3]([C:5]1[CH:10]=[CH:9][N:8]=[C:7]([CH2:11][C:12]([O:14]C)=[O:13])[CH:6]=1)[CH3:4].[Li+:18].[OH-]. The catalyst is C1COCC1.CO.O. The product is [F:17][C:2]([F:1])([F:16])[CH:3]([C:5]1[CH:10]=[CH:9][N:8]=[C:7]([CH2:11][C:12]([O-:14])=[O:13])[CH:6]=1)[CH3:4].[Li+:18]. The yield is 1.00. (4) The reactants are [H-].[K+].C([O:7][C:8](=[O:18])[CH2:9][CH:10]([CH2:14][CH:15]([CH3:17])[CH3:16])[C:11](O)=O)(C)(C)C. The catalyst is C1COCC1. The product is [CH2:14]([CH:10]1[CH2:11][O:18][C:8](=[O:7])[CH2:9]1)[CH:15]([CH3:16])[CH3:17]. The yield is 0.110. (5) The reactants are [CH2:1]([O:3][C:4](=[O:17])[CH2:5][C:6]1([CH3:16])[CH2:15][CH2:14][C:13]2[C:8](=[CH:9][CH:10]=[CH:11][CH:12]=2)[O:7]1)[CH3:2].[Cl:18][S:19](O)(=[O:21])=[O:20]. The catalyst is C(Cl)(Cl)Cl. The product is [CH2:1]([O:3][C:4](=[O:17])[CH2:5][C:6]1([CH3:16])[CH2:15][CH2:14][C:13]2[C:8](=[CH:9][CH:10]=[C:11]([S:19]([Cl:18])(=[O:21])=[O:20])[CH:12]=2)[O:7]1)[CH3:2]. The yield is 0.0400. (6) The reactants are [CH3:1][O:2][C:3]1[CH:4]=[C:5]([C:11]2([CH:16]=[CH:17][CH2:18][CH2:19][CH2:20][CH3:21])[CH2:15][CH2:14][CH2:13][CH2:12]2)[CH:6]=[C:7]([O:9][CH3:10])[CH:8]=1. The catalyst is C(OCC)(=O)C.[Pd]. The product is [CH3:10][O:9][C:7]1[CH:6]=[C:5]([C:11]2([CH2:16][CH2:17][CH2:18][CH2:19][CH2:20][CH3:21])[CH2:15][CH2:14][CH2:13][CH2:12]2)[CH:4]=[C:3]([O:2][CH3:1])[CH:8]=1. The yield is 0.950. (7) The product is [CH3:1][O:2][CH2:3][O:4][CH2:5][C@@H:6]1[CH2:10][N:9]([C:13]2[CH:14]=[CH:15][C:16]3[O:21][CH2:20][C:19](=[O:22])[NH:18][C:17]=3[CH:23]=2)[C:8](=[O:11])[CH2:7]1. The yield is 0.400. The reactants are [CH3:1][O:2][CH2:3][O:4][CH2:5][C@@H:6]1[CH2:10][NH:9][C:8](=[O:11])[CH2:7]1.Br[C:13]1[CH:14]=[CH:15][C:16]2[O:21][CH2:20][C:19](=[O:22])[NH:18][C:17]=2[CH:23]=1.CNCCNC.C(=O)([O-])[O-].[K+].[K+]. The catalyst is C1(C)C=CC=CC=1.[Cu](I)I.CO.ClCCl. (8) The reactants are [CH2:1]([NH:3][C:4]1[N:9]=[C:8]([C:10]2[C:11]([C:24]3[CH:29]=[CH:28][CH:27]=[C:26]([N+:30]([O-])=O)[CH:25]=3)=[N:12][N:13]([CH2:15][C:16]3[CH:21]=[CH:20][C:19]([O:22][CH3:23])=[CH:18][CH:17]=3)[CH:14]=2)[CH:7]=[CH:6][N:5]=1)[CH3:2].[Cl-].[NH4+]. The catalyst is O1CCOCC1.O.[Zn]. The product is [NH2:30][C:26]1[CH:25]=[C:24]([C:11]2[C:10]([C:8]3[CH:7]=[CH:6][N:5]=[C:4]([NH:3][CH2:1][CH3:2])[N:9]=3)=[CH:14][N:13]([CH2:15][C:16]3[CH:17]=[CH:18][C:19]([O:22][CH3:23])=[CH:20][CH:21]=3)[N:12]=2)[CH:29]=[CH:28][CH:27]=1. The yield is 0.930.